This data is from Reaction yield outcomes from USPTO patents with 853,638 reactions. The task is: Predict the reaction yield, written as a fraction of the theoretical maximum amount of product (1.0 means a 100% yield; for example, 0.34 means a 34% yield). (1) The product is [CH3:1][O:2][C:3]([C:5]1[S:6][C:7]([C:11]#[C:12][C:13]([CH3:16])([CH3:15])[CH3:14])=[CH:8][C:9]=1[N:30]1[C@H:29]([CH:23]2[CH2:28][CH2:27][CH2:26][CH2:25][CH2:24]2)[CH2:33][O:32][C:31]1=[O:34])=[O:4]. The reactants are [CH3:1][O:2][C:3]([C:5]1[S:6][C:7]([C:11]#[C:12][C:13]([CH3:16])([CH3:15])[CH3:14])=[CH:8][C:9]=1Br)=[O:4].C([O-])([O-])=O.[K+].[K+].[CH:23]1([C@@H:29]2[CH2:33][O:32][C:31](=[O:34])[NH:30]2)[CH2:28][CH2:27][CH2:26][CH2:25][CH2:24]1. The catalyst is [Cu]I.O1CCOCC1. The yield is 0.420. (2) The catalyst is CO.[Pd]. The yield is 0.570. The reactants are C([O-])=O.[NH4+].[C:5]1([CH2:11][CH2:12][CH:13]=[CH:14][C:15]2[O:19][C:18]([C:20]([OH:22])=[O:21])=[CH:17][CH:16]=2)[CH:10]=[CH:9][CH:8]=[CH:7][CH:6]=1. The product is [C:5]1([CH2:11][CH2:12][CH2:13][CH2:14][C:15]2[O:19][C:18]([C:20]([OH:22])=[O:21])=[CH:17][CH:16]=2)[CH:6]=[CH:7][CH:8]=[CH:9][CH:10]=1. (3) The reactants are [CH3:1][C:2]1[C:11]2[C:6](=[CH:7][CH:8]=[CH:9][CH:10]=2)[C:5]([N+:12]([O-])=O)=[CH:4][CH:3]=1. The catalyst is C(O)C.[Ni]. The product is [CH3:1][C:2]1[C:11]2[CH2:10][CH2:9][CH2:8][CH2:7][C:6]=2[C:5]([NH2:12])=[CH:4][CH:3]=1. The yield is 0.790. (4) The reactants are Cl[C:2]1[S:3][C:4]2[CH:10]=[C:9]([Cl:11])[CH:8]=[CH:7][C:5]=2[N:6]=1.[Br:12][C:13]1[CH:19]=[CH:18][C:16]([NH2:17])=[CH:15][CH:14]=1.Cl. The catalyst is CCO.O1CCOCC1. The product is [Br:12][C:13]1[CH:19]=[CH:18][C:16]([NH:17][C:2]2[S:3][C:4]3[CH:10]=[C:9]([Cl:11])[CH:8]=[CH:7][C:5]=3[N:6]=2)=[CH:15][CH:14]=1. The yield is 0.800.